From a dataset of Forward reaction prediction with 1.9M reactions from USPTO patents (1976-2016). Predict the product of the given reaction. (1) Given the reactants [NH2:1][C:2]1[N:7]=[C:6]([N:8]2[CH2:22][CH2:21][C:11]3([CH2:15][NH:14][C@H:13]([C:16]([O:18]CC)=[O:17])[CH2:12]3)[CH2:10][CH2:9]2)[CH:5]=[C:4]([O:23][C@H:24]([C:29]2[CH:30]=[C:31]3[C:36](=[CH:37][CH:38]=2)[N:35]=[CH:34][NH:33][CH2:32]3)[C:25]([F:28])([F:27])[F:26])[N:3]=1.[Li+].[OH-], predict the reaction product. The product is: [NH2:1][C:2]1[N:7]=[C:6]([N:8]2[CH2:9][CH2:10][C:11]3([CH2:15][NH:14][C@H:13]([C:16]([OH:18])=[O:17])[CH2:12]3)[CH2:21][CH2:22]2)[CH:5]=[C:4]([O:23][C@H:24]([C:29]2[CH:30]=[C:31]3[C:36](=[CH:37][CH:38]=2)[NH:35][CH2:34][NH:33][CH2:32]3)[C:25]([F:28])([F:27])[F:26])[N:3]=1. (2) Given the reactants [Br:1][C:2]1[CH:3]=[C:4]([NH2:9])[C:5]([Cl:8])=[N:6][CH:7]=1.[NH:10]1[CH2:15][CH2:14][O:13][CH2:12][CH2:11]1.[S:16](Cl)(Cl)(=[O:18])=[O:17], predict the reaction product. The product is: [Br:1][C:2]1[CH:3]=[C:4]([NH:9][S:16]([N:10]2[CH2:15][CH2:14][O:13][CH2:12][CH2:11]2)(=[O:18])=[O:17])[C:5]([Cl:8])=[N:6][CH:7]=1. (3) The product is: [Br:1][C:2]1[CH:3]=[N:4][CH:5]=[CH:6][C:7]=1[O:12][CH2:11][C:10]([F:14])([F:13])[F:9]. Given the reactants [Br:1][C:2]1[CH:3]=[N:4][CH:5]=[CH:6][C:7]=1Cl.[F:9][C:10]([F:14])([F:13])[CH2:11][OH:12], predict the reaction product.